Dataset: Forward reaction prediction with 1.9M reactions from USPTO patents (1976-2016). Task: Predict the product of the given reaction. (1) The product is: [ClH:41].[NH2:29][C:27]1[CH:26]=[CH:25][C:23]2[NH:24][C:19]([C:10]3[C:9](=[O:39])[C:8]([CH2:7][CH:1]4[CH2:6][CH2:5][CH2:4][CH2:3][CH2:2]4)([CH3:40])[C:17]4[C:12]([C:11]=3[OH:18])=[CH:13][CH:14]=[CH:15][CH:16]=4)=[N:20][S:21](=[O:38])(=[O:37])[C:22]=2[CH:28]=1. Given the reactants [CH:1]1([CH2:7][C:8]2([CH3:40])[C:17]3[C:12](=[CH:13][CH:14]=[CH:15][CH:16]=3)[C:11]([OH:18])=[C:10]([C:19]3[NH:24][C:23]4[CH:25]=[CH:26][C:27]([NH:29]C(=O)OC(C)(C)C)=[CH:28][C:22]=4[S:21](=[O:38])(=[O:37])[N:20]=3)[C:9]2=[O:39])[CH2:6][CH2:5][CH2:4][CH2:3][CH2:2]1.[ClH:41], predict the reaction product. (2) Given the reactants [Cl-].[C:2]([O:7][C:8]1[CH:9]=[C:10]([CH2:20][C@H:21]([NH3+:25])[C:22](=[O:24])[NH2:23])[CH:11]=[CH:12][C:13]=1[O:14][C:15](=[O:19])[CH:16]([CH3:18])[CH3:17])(=[O:6])[CH:3]([CH3:5])[CH3:4].[F:26][C:27]([F:32])([F:31])[C:28]([OH:30])=[O:29], predict the reaction product. The product is: [F:26][C:27]([F:32])([F:31])[C:28]([O-:30])=[O:29].[C:2]([O:7][C:8]1[CH:9]=[C:10]([CH2:20][C@H:21]([NH3+:25])[C:22](=[O:24])[NH2:23])[CH:11]=[CH:12][C:13]=1[O:14][C:15](=[O:19])[CH:16]([CH3:18])[CH3:17])(=[O:6])[CH:3]([CH3:5])[CH3:4].